Dataset: Reaction yield outcomes from USPTO patents with 853,638 reactions. Task: Predict the reaction yield, written as a fraction of the theoretical maximum amount of product (1.0 means a 100% yield; for example, 0.34 means a 34% yield). The reactants are [F:1][C:2]1[CH:19]=[CH:18][C:5](/[CH:6]=[N:7]/[C:8]2[CH:16]=[CH:15][CH:14]=[C:13]3[C:9]=2[CH2:10][O:11][C:12]3=[O:17])=[CH:4][CH:3]=1.[CH3:20][N:21]1[CH:25]=[C:24]([CH:26]=O)[N:23]=[N:22]1.[CH2:28]([O-:30])[CH3:29].[Na+].C(O)C. The catalyst is C(OCC)(=O)CC. The product is [F:1][C:2]1[CH:3]=[CH:4][C:5]([CH:6]2[CH:26]([C:24]3[N:23]=[N:22][N:21]([CH3:20])[CH:25]=3)[C:28](=[O:30])[C:29]3[C:13]([C:12]([O:11][CH2:10][CH3:9])=[O:17])=[CH:14][CH:15]=[CH:16][C:8]=3[NH:7]2)=[CH:18][CH:19]=1. The yield is 0.390.